Dataset: NCI-60 drug combinations with 297,098 pairs across 59 cell lines. Task: Regression. Given two drug SMILES strings and cell line genomic features, predict the synergy score measuring deviation from expected non-interaction effect. (1) Drug 1: CC1=C(C(=CC=C1)Cl)NC(=O)C2=CN=C(S2)NC3=CC(=NC(=N3)C)N4CCN(CC4)CCO. Drug 2: CS(=O)(=O)OCCCCOS(=O)(=O)C. Cell line: PC-3. Synergy scores: CSS=18.4, Synergy_ZIP=-5.98, Synergy_Bliss=-3.61, Synergy_Loewe=-13.3, Synergy_HSA=-2.02. (2) Drug 1: C(CC(=O)O)C(=O)CN.Cl. Drug 2: C1C(C(OC1N2C=NC3=C2NC=NCC3O)CO)O. Cell line: TK-10. Synergy scores: CSS=3.94, Synergy_ZIP=-0.00917, Synergy_Bliss=5.52, Synergy_Loewe=0.856, Synergy_HSA=1.07. (3) Drug 1: CNC(=O)C1=NC=CC(=C1)OC2=CC=C(C=C2)NC(=O)NC3=CC(=C(C=C3)Cl)C(F)(F)F. Drug 2: CC1C(C(CC(O1)OC2CC(CC3=C2C(=C4C(=C3O)C(=O)C5=C(C4=O)C(=CC=C5)OC)O)(C(=O)CO)O)N)O.Cl. Cell line: HOP-62. Synergy scores: CSS=42.8, Synergy_ZIP=1.06, Synergy_Bliss=-0.672, Synergy_Loewe=-22.8, Synergy_HSA=0.480. (4) Drug 1: C1=CN(C(=O)N=C1N)C2C(C(C(O2)CO)O)O.Cl. Drug 2: CC(C)NC(=O)C1=CC=C(C=C1)CNNC.Cl. Cell line: SR. Synergy scores: CSS=58.9, Synergy_ZIP=-0.185, Synergy_Bliss=-5.55, Synergy_Loewe=-47.6, Synergy_HSA=-7.42. (5) Drug 1: CC12CCC3C(C1CCC2O)C(CC4=C3C=CC(=C4)O)CCCCCCCCCS(=O)CCCC(C(F)(F)F)(F)F. Drug 2: COCCOC1=C(C=C2C(=C1)C(=NC=N2)NC3=CC=CC(=C3)C#C)OCCOC.Cl. Cell line: PC-3. Synergy scores: CSS=1.39, Synergy_ZIP=1.59, Synergy_Bliss=3.46, Synergy_Loewe=0.510, Synergy_HSA=0.200. (6) Drug 1: CC12CCC(CC1=CCC3C2CCC4(C3CC=C4C5=CN=CC=C5)C)O. Drug 2: C1CCC(C(C1)N)N.C(=O)(C(=O)[O-])[O-].[Pt+4]. Cell line: OVCAR-5. Synergy scores: CSS=18.4, Synergy_ZIP=-7.07, Synergy_Bliss=4.99, Synergy_Loewe=-0.272, Synergy_HSA=5.59. (7) Drug 1: C1=CC(=C2C(=C1NCCNCCO)C(=O)C3=C(C=CC(=C3C2=O)O)O)NCCNCCO. Drug 2: CC1=C(C(CCC1)(C)C)C=CC(=CC=CC(=CC(=O)O)C)C. Cell line: RXF 393. Synergy scores: CSS=23.2, Synergy_ZIP=-6.86, Synergy_Bliss=-3.66, Synergy_Loewe=-5.59, Synergy_HSA=-0.573. (8) Drug 1: COC1=C(C=C2C(=C1)N=CN=C2NC3=CC(=C(C=C3)F)Cl)OCCCN4CCOCC4. Drug 2: CC(C1=C(C=CC(=C1Cl)F)Cl)OC2=C(N=CC(=C2)C3=CN(N=C3)C4CCNCC4)N. Cell line: DU-145. Synergy scores: CSS=34.8, Synergy_ZIP=2.66, Synergy_Bliss=3.77, Synergy_Loewe=-0.187, Synergy_HSA=3.35. (9) Drug 1: CC1=C(C=C(C=C1)NC2=NC=CC(=N2)N(C)C3=CC4=NN(C(=C4C=C3)C)C)S(=O)(=O)N.Cl. Drug 2: C1CCC(C(C1)N)N.C(=O)(C(=O)[O-])[O-].[Pt+4]. Cell line: SNB-19. Synergy scores: CSS=15.3, Synergy_ZIP=-3.05, Synergy_Bliss=0.0510, Synergy_Loewe=-34.5, Synergy_HSA=-1.16. (10) Cell line: HL-60(TB). Drug 1: CS(=O)(=O)CCNCC1=CC=C(O1)C2=CC3=C(C=C2)N=CN=C3NC4=CC(=C(C=C4)OCC5=CC(=CC=C5)F)Cl. Drug 2: CN(CCCl)CCCl.Cl. Synergy scores: CSS=50.7, Synergy_ZIP=-2.67, Synergy_Bliss=-3.44, Synergy_Loewe=-21.8, Synergy_HSA=-0.301.